Dataset: KCNQ2 potassium channel screen with 302,405 compounds. Task: Binary Classification. Given a drug SMILES string, predict its activity (active/inactive) in a high-throughput screening assay against a specified biological target. (1) The molecule is O(c1ccc(NC(=O)c2cc(NC(=O)c3ccccc3)ccc2)cc1)CC. The result is 0 (inactive). (2) The molecule is Brc1ccc(S(=O)(=O)NC(CC(O)=O)c2occc2)cc1. The result is 0 (inactive). (3) The drug is Clc1ccc(NC(=O)c2n(ncc2)C)cc1. The result is 0 (inactive). (4) The compound is s1c2n(nc1)c(=O)c(cn2)C(=O)C. The result is 0 (inactive). (5) The result is 0 (inactive). The compound is S(=O)(=O)(Nc1c(N2CCOCC2)cc2n(c(=O)c(=O)n(c2c1)C)C)c1ccc([N+]([O-])=O)cc1. (6) The molecule is S(CC(=O)N1CCCC1)c1n(c(nn1)Cn1c2c(sc1=O)cccc2)c1c(cccc1)C. The result is 0 (inactive). (7) The drug is Brc1sc(C(=O)CSc2nc([nH]n2)N)cc1. The result is 0 (inactive).